Dataset: Reaction yield outcomes from USPTO patents with 853,638 reactions. Task: Predict the reaction yield, written as a fraction of the theoretical maximum amount of product (1.0 means a 100% yield; for example, 0.34 means a 34% yield). (1) The reactants are C([O:3][C:4](=[O:41])[CH2:5][N:6]([S:29]([N:32]1[C:40]2[C:35](=[CH:36][CH:37]=[CH:38][CH:39]=2)[CH2:34][CH2:33]1)(=[O:31])=[O:30])[CH2:7][C:8]1[CH:13]=[CH:12][C:11]([O:14][CH2:15][C:16]2[N:17]=[C:18]([C:22]3[CH:27]=[CH:26][C:25]([CH3:28])=[CH:24][CH:23]=3)[O:19][C:20]=2[CH3:21])=[CH:10][CH:9]=1)C.O.[OH-].[Li+]. No catalyst specified. The product is [N:32]1([S:29]([N:6]([CH2:5][C:4]([OH:41])=[O:3])[CH2:7][C:8]2[CH:9]=[CH:10][C:11]([O:14][CH2:15][C:16]3[N:17]=[C:18]([C:22]4[CH:23]=[CH:24][C:25]([CH3:28])=[CH:26][CH:27]=4)[O:19][C:20]=3[CH3:21])=[CH:12][CH:13]=2)(=[O:30])=[O:31])[C:40]2[C:35](=[CH:36][CH:37]=[CH:38][CH:39]=2)[CH2:34][CH2:33]1. The yield is 0.990. (2) The reactants are Cl[C:2]1[C:11]2[C:6](=[CH:7][C:8]([S:12]([O:15][C:16]3[C:21]([F:22])=[C:20]([F:23])[C:19]([F:24])=[C:18]([F:25])[C:17]=3[F:26])(=[O:14])=[O:13])=[CH:9][CH:10]=2)[CH:5]=[CH:4][N:3]=1.[Cl:27][C:28]1[C:33]([F:34])=[CH:32][C:31](B(O)O)=[C:30]([O:38][CH3:39])[CH:29]=1.C(=O)([O-])[O-].[K+].[K+]. The catalyst is C1C=CC([P]([Pd]([P](C2C=CC=CC=2)(C2C=CC=CC=2)C2C=CC=CC=2)([P](C2C=CC=CC=2)(C2C=CC=CC=2)C2C=CC=CC=2)[P](C2C=CC=CC=2)(C2C=CC=CC=2)C2C=CC=CC=2)(C2C=CC=CC=2)C2C=CC=CC=2)=CC=1. The product is [Cl:27][C:28]1[C:33]([F:34])=[CH:32][C:31]([C:2]2[C:11]3[C:6](=[CH:7][C:8]([S:12]([O:15][C:16]4[C:17]([F:26])=[C:18]([F:25])[C:19]([F:24])=[C:20]([F:23])[C:21]=4[F:22])(=[O:13])=[O:14])=[CH:9][CH:10]=3)[CH:5]=[CH:4][N:3]=2)=[C:30]([O:38][CH3:39])[CH:29]=1. The yield is 0.850. (3) The reactants are C([O:3][C:4](=[O:21])[CH2:5][C:6]1([CH2:19][CH3:20])[C:11]2[NH:12][C:13]3[C:18]([C:10]=2[CH2:9][CH2:8][O:7]1)=[CH:17][CH:16]=[CH:15][CH:14]=3)C.O.[OH-].[Li+].Cl. The catalyst is O1CCOCC1.O. The product is [CH2:19]([C:6]1([CH2:5][C:4]([OH:21])=[O:3])[C:11]2[NH:12][C:13]3[C:18]([C:10]=2[CH2:9][CH2:8][O:7]1)=[CH:17][CH:16]=[CH:15][CH:14]=3)[CH3:20]. The yield is 0.420. (4) The catalyst is CC(OC)(C)C. The reactants are [Br:1][C:2]1[CH:9]=[CH:8][C:5]([CH:6]=[CH2:7])=[CH:4][CH:3]=1.[N+](=[CH:12][C:13]([O:15][CH2:16][CH3:17])=[O:14])=[N-]. The product is [Br:1][C:2]1[CH:9]=[CH:8][C:5]([C@H:6]2[CH2:7][C@@H:12]2[C:13]([O:15][CH2:16][CH3:17])=[O:14])=[CH:4][CH:3]=1. The yield is 0.880.